The task is: Predict the reactants needed to synthesize the given product.. This data is from Full USPTO retrosynthesis dataset with 1.9M reactions from patents (1976-2016). (1) Given the product [CH3:1][C:2]1[CH:3]=[C:4]([C:9]2[N:10]=[C:11]([NH:20][C:24]([NH:23][CH2:21][CH3:22])=[O:25])[S:12][C:13]=2[C:14]2[CH:19]=[CH:18][N:17]=[CH:16][CH:15]=2)[CH:5]=[C:6]([CH3:8])[CH:7]=1, predict the reactants needed to synthesize it. The reactants are: [CH3:1][C:2]1[CH:3]=[C:4]([C:9]2[N:10]=[C:11]([NH2:20])[S:12][C:13]=2[C:14]2[CH:19]=[CH:18][N:17]=[CH:16][CH:15]=2)[CH:5]=[C:6]([CH3:8])[CH:7]=1.[CH2:21]([N:23]=[C:24]=[O:25])[CH3:22].C(=O)([O-])O.[Na+]. (2) The reactants are: [C:1]1([C:7]2[O:11][C:10]([C:12]([OH:14])=O)=[CH:9][CH:8]=2)[CH:6]=[CH:5][CH:4]=[CH:3][CH:2]=1.[NH2:15][C:16]1[CH:17]=[C:18]([CH:22]=[CH:23][C:24]#[N:25])[CH:19]=[CH:20][CH:21]=1. Given the product [C:24]([CH:23]=[CH:22][C:18]1[CH:17]=[C:16]([NH:15][C:12]([C:10]2[O:11][C:7]([C:1]3[CH:2]=[CH:3][CH:4]=[CH:5][CH:6]=3)=[CH:8][CH:9]=2)=[O:14])[CH:21]=[CH:20][CH:19]=1)#[N:25], predict the reactants needed to synthesize it. (3) Given the product [OH:34][CH:33]([C:30]1([S:27]([C:18]2[CH:19]=[CH:20][C:21]3[C:26](=[CH:25][CH:24]=[CH:23][CH:22]=3)[CH:17]=2)(=[O:29])=[O:28])[CH2:32][CH2:31]1)[CH2:10][C:9]([O:12][C:13]([CH3:16])([CH3:15])[CH3:14])=[O:11], predict the reactants needed to synthesize it. The reactants are: [Li+].CC([N-]C(C)C)C.[C:9]([O:12][C:13]([CH3:16])([CH3:15])[CH3:14])(=[O:11])[CH3:10].[CH:17]1[C:26]2[C:21](=[CH:22][CH:23]=[CH:24][CH:25]=2)[CH:20]=[CH:19][C:18]=1[S:27]([C:30]1([CH:33]=[O:34])[CH2:32][CH2:31]1)(=[O:29])=[O:28].C(Cl)Cl.